From a dataset of Reaction yield outcomes from USPTO patents with 853,638 reactions. Predict the reaction yield, written as a fraction of the theoretical maximum amount of product (1.0 means a 100% yield; for example, 0.34 means a 34% yield). The reactants are [Cl:1][C:2]1[CH:3]=[C:4]([N:8]2[CH:13]=[CH:12][C:11](=[O:14])[C:10]([C:15](=O)[CH:16]=[CH:17][N:18](C)C)=[N:9]2)[CH:5]=[CH:6][CH:7]=1.[C:22]1([NH:28]N)[CH:27]=[CH:26][CH:25]=[CH:24][CH:23]=1. The catalyst is CO. The product is [Cl:1][C:2]1[CH:3]=[C:4]([N:8]2[CH:13]=[CH:12][C:11](=[O:14])[C:10]([C:15]3[N:28]([C:22]4[CH:27]=[CH:26][CH:25]=[CH:24][CH:23]=4)[N:18]=[CH:17][CH:16]=3)=[N:9]2)[CH:5]=[CH:6][CH:7]=1. The yield is 0.190.